Dataset: Experimentally validated miRNA-target interactions with 360,000+ pairs, plus equal number of negative samples. Task: Binary Classification. Given a miRNA mature sequence and a target amino acid sequence, predict their likelihood of interaction. (1) The miRNA is hsa-miR-5196-5p with sequence AGGGAAGGGGACGAGGGUUGGG. The protein sequence of the target gene is MGGVGEPGPREGPAQPGAPLPTFCWEQIRAHDQPGDKWLVIERRVYDISRWAQRHPGGSRLIGHHGAEDATDAFRAFHQDLNFVRKFLQPLLIGELAPEEPSQDGPLNAQLVEDFRALHQAAEDMKLFDASPTFFAFLLGHILAMEVLAWLLIYLLGPGWVPSALAAFILAISQAQSWCLQHDLGHASIFKKSWWNHVAQKFVMGQLKGFSAHWWNFRHFQHHAKPNIFHKDPDVTVAPVFLLGESSVEYGKKKRRYLPYNQQHLYFFLIGPPLLTLVNFEVENLAYMLVCMQWADLLWA.... Result: 0 (no interaction). (2) The miRNA is hsa-let-7i-5p with sequence UGAGGUAGUAGUUUGUGCUGUU. The protein sequence of the target gene is MERLQKQPLTSPGSVSSSRDSSVPGSPSSIVAKMDNQVLGYKDLAAIPKDKAILDIERPDLMIYEPHFTYSLLEHVELPRSRECSLSPKSTSPPPSPEVWAESRTLGIISQASTPRTTGTPRTSLPHFHHPETTRPDSNIYKKPPIYKQRESVGGSPQSKHLIEDLIIESSKFPAAQPPDPNQPAKIETDYWPCPPSLAVVETEWRKRKASRKGAEEEEEEEDDDSEEEIKAIRERQKEELSKVTSNLGKMILKEEMEKSLPIRRKTRSLPDRTPFHTSLHSGTSKSSSLPSYGRTTLSR.... Result: 0 (no interaction). (3) The miRNA is hsa-miR-4439 with sequence GUGACUGAUACCUUGGAGGCAU. The protein sequence of the target gene is MPLHQLGDKPLTFPSPNSAMENGLDHTPPSRRASPGTPLSPGSLRSAAHSPLDTSKQPLCQLWAEKHGARGTHEVRYVSAGQSVACGWWAFAPPCLQVLNTPKGILFFLCAAAFLQGMTVNGFINTVITSLERRYDLHSYQSGLIASSYDIAACLCLTFVSYFGGSGHKPRWLGWGVLLMGTGSLVFALPHFTAGRYEVELDAGVRTCPANPGAVCADSTSGLSRYQLVFMLGQFLHGVGATPLYTLGVTYLDENVKSSCSPVYIAIFYTAAILGPAAGYLIGGALLNIYTEMGRRTELT.... Result: 0 (no interaction).